This data is from Full USPTO retrosynthesis dataset with 1.9M reactions from patents (1976-2016). The task is: Predict the reactants needed to synthesize the given product. (1) Given the product [OH:17][CH:14]([C:6]1[CH:5]=[C:4]([O:18][CH2:19][C:20]2[CH:25]=[CH:24][C:23]([C:26]([F:28])([F:27])[F:29])=[CH:22][CH:21]=2)[C:3]2[C:2]([CH3:30])([CH3:1])[CH2:11][CH2:10][C:9]([CH3:12])([CH3:13])[C:8]=2[CH:7]=1)[C:15]#[C:16][C:32]1[CH:40]=[CH:39][C:35]([C:36]([OH:38])=[O:37])=[CH:34][CH:33]=1, predict the reactants needed to synthesize it. The reactants are: [CH3:1][C:2]1([CH3:30])[CH2:11][CH2:10][C:9]([CH3:13])([CH3:12])[C:8]2[CH:7]=[C:6]([CH:14]([OH:17])[C:15]#[CH:16])[CH:5]=[C:4]([O:18][CH2:19][C:20]3[CH:25]=[CH:24][C:23]([C:26]([F:29])([F:28])[F:27])=[CH:22][CH:21]=3)[C:3]1=2.I[C:32]1[CH:40]=[CH:39][C:35]([C:36]([OH:38])=[O:37])=[CH:34][CH:33]=1. (2) Given the product [CH3:23][CH:22]([S:19]([NH:18][CH:13]1[CH2:12][C:11]2[C:15](=[CH:16][CH:17]=[C:9]([C:5]3[CH:4]=[C:3]([CH2:2][NH:1][C:25](=[O:27])[CH3:26])[CH:8]=[CH:7][CH:6]=3)[CH:10]=2)[CH2:14]1)(=[O:21])=[O:20])[CH3:24], predict the reactants needed to synthesize it. The reactants are: [NH2:1][CH2:2][C:3]1[CH:4]=[C:5]([C:9]2[CH:10]=[C:11]3[C:15](=[CH:16][CH:17]=2)[CH2:14][CH:13]([NH:18][S:19]([CH:22]([CH3:24])[CH3:23])(=[O:21])=[O:20])[CH2:12]3)[CH:6]=[CH:7][CH:8]=1.[C:25](Cl)(=[O:27])[CH3:26]. (3) Given the product [N:4]1[C:5]2[C:6](=[N:9][CH:21]=[CH:20][CH:25]=2)[CH:7]=[CH:8][CH:3]=1, predict the reactants needed to synthesize it. The reactants are: CO[C:3]1[CH:8]=[CH:7][C:6]([NH2:9])=[CH:5][N:4]=1.C(OCC)(OCC)OCC.[CH:20]1[CH:25]=CC(C2C=CC=CC=2)=C[CH:21]=1.C1C=CC(OC2C=CC=CC=2)=CC=1. (4) Given the product [CH2:1]([C:10]1[CH:11]=[N:12][CH:13]=[CH:14][C:15]=1[CH:16]=[O:17])[CH3:2], predict the reactants needed to synthesize it. The reactants are: [CH2:1]([Mg]Cl)[CH3:2].[Cl-].[Cl-].[Cl-].[In+3].Br[C:10]1[CH:11]=[N:12][CH:13]=[CH:14][C:15]=1[CH:16]=[O:17].CO. (5) Given the product [CH3:1][C:2]([CH3:8])([C:9]1[CH:14]=[CH:13][CH:12]=[CH:11][CH:10]=1)[C@@H:3]([C:4]([OH:6])=[O:5])[NH:17][CH2:15][CH3:16], predict the reactants needed to synthesize it. The reactants are: [CH3:1][C:2]([C:9]1[CH:14]=[CH:13][CH:12]=[CH:11][CH:10]=1)([CH3:8])[C:3](=O)[C:4]([OH:6])=[O:5].[CH2:15]([NH2:17])[CH3:16]. (6) The reactants are: [C:1]([N:4]1[C:13]2[C:8](=[CH:9][C:10]([C:14]#[C:15][Si](C(C)C)(C(C)C)C(C)C)=[CH:11][CH:12]=2)[C@H:7]([NH:26][C:27]2[CH:32]=[CH:31][CH:30]=[C:29]([CH3:33])[N:28]=2)[CH2:6][C@@H:5]1[CH3:34])(=[O:3])[CH3:2].CCCC[N+](CCCC)(CCCC)CCCC.[F-]. Given the product [C:1]([N:4]1[C:13]2[C:8](=[CH:9][C:10]([C:14]#[CH:15])=[CH:11][CH:12]=2)[C@H:7]([NH:26][C:27]2[CH:32]=[CH:31][CH:30]=[C:29]([CH3:33])[N:28]=2)[CH2:6][C@@H:5]1[CH3:34])(=[O:3])[CH3:2], predict the reactants needed to synthesize it.